Dataset: Forward reaction prediction with 1.9M reactions from USPTO patents (1976-2016). Task: Predict the product of the given reaction. Given the reactants Br[C:2]1[CH:3]=[N:4][C:5]([NH:8][CH2:9][CH2:10][N:11]2[CH2:16][CH2:15][O:14][CH2:13][CH2:12]2)=[N:6][CH:7]=1.C1(P(C2C=CC=CC=2)C2C=CC=CC=2)C=CC=CC=1.[C:36]([C:38]1[CH:39]=[C:40]([NH2:45])[CH:41]=[CH:42][C:43]=1[CH3:44])#[CH:37].N1CCCCC1, predict the reaction product. The product is: [NH2:45][C:40]1[CH:41]=[CH:42][C:43]([CH3:44])=[C:38]([C:36]#[C:37][C:2]2[CH:3]=[N:4][C:5]([NH:8][CH2:9][CH2:10][N:11]3[CH2:16][CH2:15][O:14][CH2:13][CH2:12]3)=[N:6][CH:7]=2)[CH:39]=1.